The task is: Predict which catalyst facilitates the given reaction.. This data is from Catalyst prediction with 721,799 reactions and 888 catalyst types from USPTO. (1) Reactant: FC(F)(F)C(O)=O.C(OC([N:15]1[C:20]2[CH:21]=[C:22]([Cl:26])[C:23]([OH:25])=[CH:24][C:19]=2[O:18][CH:17]([C:27]([N:29]2[CH2:34][CH2:33][C:32]([C:43]#[N:44])([CH2:35][C:36]3[CH:41]=[CH:40][C:39]([F:42])=[CH:38][CH:37]=3)[CH2:31][CH2:30]2)=[O:28])[CH2:16]1)=O)(C)(C)C. Product: [Cl:26][C:22]1[C:23]([OH:25])=[CH:24][C:19]2[O:18][CH:17]([C:27]([N:29]3[CH2:30][CH2:31][C:32]([CH2:35][C:36]4[CH:37]=[CH:38][C:39]([F:42])=[CH:40][CH:41]=4)([C:43]#[N:44])[CH2:33][CH2:34]3)=[O:28])[CH2:16][NH:15][C:20]=2[CH:21]=1. The catalyst class is: 2. (2) Reactant: [OH:1][C:2]1[CH:10]=[CH:9][C:5]([C:6]([OH:8])=[O:7])=[CH:4][N:3]=1.[Cl:11]N1C(=O)CCC1=O. Product: [Cl:11][C:10]1[C:2](=[O:1])[NH:3][CH:4]=[C:5]([C:6]([OH:8])=[O:7])[CH:9]=1. The catalyst class is: 23.